Dataset: Forward reaction prediction with 1.9M reactions from USPTO patents (1976-2016). Task: Predict the product of the given reaction. (1) Given the reactants [NH2:1][C:2]1[C:7]([OH:8])=[CH:6][CH:5]=[CH:4][N:3]=1.[C:9]([CH:12]1[CH2:17][CH2:16][O:15][C:13]1=[O:14])(=O)[CH3:10].C1(C)C=CC(S(O)(=O)=O)=CC=1, predict the reaction product. The product is: [OH:8][C:7]1[C:2]2=[N:1][C:9]([CH3:10])=[C:12]([CH2:17][CH2:16][OH:15])[C:13](=[O:14])[N:3]2[CH:4]=[CH:5][CH:6]=1. (2) Given the reactants Cl[C:2]1[CH:7]=[CH:6][C:5]([C:8]([F:11])([F:10])[F:9])=[CH:4][C:3]=1[N+:12]([O-:14])=[O:13].[CH2:15]([NH2:18])[CH2:16][CH3:17], predict the reaction product. The product is: [N+:12]([C:3]1[CH:4]=[C:5]([C:8]([F:11])([F:10])[F:9])[CH:6]=[CH:7][C:2]=1[NH:18][CH2:15][CH2:16][CH3:17])([O-:14])=[O:13]. (3) The product is: [Br:1][C:2]1[C:10]2[O:9][CH:8]=[C:7]([C:11]#[N:21])[C:6]=2[C:5]([F:13])=[C:4]([F:14])[CH:3]=1. Given the reactants [Br:1][C:2]1[C:10]2[O:9][CH:8]=[C:7]([CH:11]=O)[C:6]=2[C:5]([F:13])=[C:4]([F:14])[CH:3]=1.C([O-])(=O)C.[Na+].Cl.[NH2:21]O.C(OC(=O)C)(=O)C, predict the reaction product. (4) Given the reactants CN.[C:3]([O-:6])([O-])=O.[K+].[K+].ClC(OC1C=C[C:16]([N+:19]([O-])=O)=CC=1)=O.[OH:22][C:23]([CH3:53])([CH3:52])[CH2:24][C@@:25]1([C:46]2[CH:51]=[CH:50][CH:49]=[CH:48][CH:47]=2)[O:30][C:29](=[O:31])[N:28]([C@H:32]([C:34]2[CH:39]=[CH:38][C:37]([CH:40]3[CH2:45][CH2:44][NH:43][CH2:42][CH2:41]3)=[CH:36][CH:35]=2)[CH3:33])[CH2:27][CH2:26]1.N, predict the reaction product. The product is: [CH3:16][NH:19][C:3]([N:43]1[CH2:44][CH2:45][CH:40]([C:37]2[CH:38]=[CH:39][C:34]([C@@H:32]([N:28]3[CH2:27][CH2:26][C@:25]([CH2:24][C:23]([OH:22])([CH3:52])[CH3:53])([C:46]4[CH:51]=[CH:50][CH:49]=[CH:48][CH:47]=4)[O:30][C:29]3=[O:31])[CH3:33])=[CH:35][CH:36]=2)[CH2:41][CH2:42]1)=[O:6]. (5) Given the reactants [C:1]([C:5]1[CH:23]=[CH:22][C:8]([C:9]([NH:11][S:12]([C:15]2[CH:20]=[CH:19][CH:18]=[C:17]([F:21])[N:16]=2)(=[O:14])=[O:13])=[O:10])=[C:7]([C:24]2[CH2:29][CH2:28][CH2:27][CH2:26][CH:25]=2)[N:6]=1)([CH3:4])([CH3:3])[CH3:2], predict the reaction product. The product is: [C:1]([C:5]1[CH:23]=[CH:22][C:8]([C:9]([NH:11][S:12]([C:15]2[CH:20]=[CH:19][CH:18]=[C:17]([F:21])[N:16]=2)(=[O:13])=[O:14])=[O:10])=[C:7]([CH:24]2[CH2:29][CH2:28][CH2:27][CH2:26][CH2:25]2)[N:6]=1)([CH3:4])([CH3:2])[CH3:3]. (6) Given the reactants [CH3:1][O:2][C:3]1[CH:25]=[C:24]([O:26][CH3:27])[CH:23]=[CH:22][C:4]=1[CH2:5][N:6]=[C:7]1[C:14]2[CH:15]=[CH:16][C:17]([N:19]([CH3:21])[CH3:20])=[CH:18][C:13]=2[CH2:12][CH2:11][CH2:10][CH2:9][CH2:8]1.[CH:28]([C:37](OC)=[O:38])([C:33](OC)=[O:34])[C:29]([O:31][CH3:32])=[O:30], predict the reaction product. The product is: [CH3:1][O:2][C:3]1[CH:25]=[C:24]([O:26][CH3:27])[CH:23]=[CH:22][C:4]=1[CH2:5][N:6]1[C:33](=[O:34])[C:28]([C:29]([O:31][CH3:32])=[O:30])=[C:37]([OH:38])[C:8]2[CH2:9][CH2:10][CH2:11][CH2:12][C:13]3[CH:18]=[C:17]([N:19]([CH3:20])[CH3:21])[CH:16]=[CH:15][C:14]=3[C:7]1=2.